From a dataset of Forward reaction prediction with 1.9M reactions from USPTO patents (1976-2016). Predict the product of the given reaction. Given the reactants [Cl:1][C:2]1[CH:3]=[C:4]2[C:8](=[CH:9][CH:10]=1)[N:7](C(OC(C)(C)C)=O)[CH:6]=[C:5]2[CH2:18][N:19]1[C:27]2[N:26]=[CH:25][NH:24][C:23]=2[C:22](=[O:28])[NH:21][C:20]1=[S:29].C1C(I)=C(OC2C=C(I)C(O)=C(I)C=2)C(I)=CC=1C(O)=O, predict the reaction product. The product is: [Cl:1][C:2]1[CH:3]=[C:4]2[C:8](=[CH:9][CH:10]=1)[NH:7][CH:6]=[C:5]2[CH2:18][N:19]1[C:27]2[N:26]=[CH:25][NH:24][C:23]=2[C:22](=[O:28])[NH:21][C:20]1=[S:29].